From a dataset of Full USPTO retrosynthesis dataset with 1.9M reactions from patents (1976-2016). Predict the reactants needed to synthesize the given product. (1) The reactants are: [CH3:1][O:2][C:3]1[CH:4]=[C:5]2[C:9](=[CH:10][CH:11]=1)[N:8]([CH3:12])[CH:7]=[C:6]2[C:13]1[N:28](S(C2C=CC(C)=CC=2)(=O)=O)[C:16]2[N:17]=[CH:18][CH:19]=[C:20]([C:21]([O:23]C(C)(C)C)=[O:22])[C:15]=2[CH:14]=1.[OH-].[K+]. Given the product [CH3:1][O:2][C:3]1[CH:4]=[C:5]2[C:9](=[CH:10][CH:11]=1)[N:8]([CH3:12])[CH:7]=[C:6]2[C:13]1[NH:28][C:16]2[N:17]=[CH:18][CH:19]=[C:20]([C:21]([OH:23])=[O:22])[C:15]=2[CH:14]=1, predict the reactants needed to synthesize it. (2) Given the product [Cl:21][C:22]1[CH:23]=[CH:24][C:25]([N:28]2[C:32]([C:2]3[CH:3]=[CH:4][C:5]4[N:9]=[CH:8][N:7]([C:10]5[CH:15]=[CH:14][C:13]([S:16]([CH3:19])(=[O:18])=[O:17])=[CH:12][CH:11]=5)[C:6]=4[CH:20]=3)=[CH:31][CH:30]=[N:29]2)=[CH:26][CH:27]=1, predict the reactants needed to synthesize it. The reactants are: Br[C:2]1[CH:3]=[CH:4][C:5]2[N:9]=[CH:8][N:7]([C:10]3[CH:15]=[CH:14][C:13]([S:16]([CH3:19])(=[O:18])=[O:17])=[CH:12][CH:11]=3)[C:6]=2[CH:20]=1.[Cl:21][C:22]1[CH:27]=[CH:26][C:25]([N:28]2[C:32](B(O)O)=[CH:31][CH:30]=[N:29]2)=[CH:24][CH:23]=1. (3) Given the product [ClH:20].[F:55][C:52]([F:53])([F:54])[C:50]1[CH:49]=[C:5]([CH:4]=[C:3]([C:2]([F:57])([F:56])[F:1])[CH:51]=1)[C:6]([N:8]1[CH2:13][CH2:12][O:11][C@:10]([CH2:22][CH2:23][N:24]2[CH2:29][CH2:28][C:27]3([C:37]4[C:32](=[CH:33][CH:34]=[CH:35][CH:36]=4)[CH2:31][C@@H:30]3[O:38][CH2:39][C:40]([N:42]([CH2:44][CH2:45][CH2:46][CH2:47][OH:48])[CH3:43])=[O:41])[CH2:26][CH2:25]2)([C:14]2[CH:19]=[CH:18][C:17]([Cl:20])=[C:16]([Cl:21])[CH:15]=2)[CH2:9]1)=[O:7], predict the reactants needed to synthesize it. The reactants are: [F:1][C:2]([F:57])([F:56])[C:3]1[CH:4]=[C:5]([CH:49]=[C:50]([C:52]([F:55])([F:54])[F:53])[CH:51]=1)[C:6]([N:8]1[CH2:13][CH2:12][O:11][C@:10]([CH2:22][CH2:23][N:24]2[CH2:29][CH2:28][C:27]3([C:37]4[C:32](=[CH:33][CH:34]=[CH:35][CH:36]=4)[CH2:31][C@@H:30]3[O:38][CH2:39][C:40]([N:42]([CH2:44][CH2:45][CH2:46][CH2:47][OH:48])[CH3:43])=[O:41])[CH2:26][CH2:25]2)([C:14]2[CH:19]=[CH:18][C:17]([Cl:20])=[C:16]([Cl:21])[CH:15]=2)[CH2:9]1)=[O:7]. (4) Given the product [CH3:18][CH:16]1[O:15][CH:14]([CH3:19])[CH2:13][N:12]([C:10]2[C:9]3[C:4](=[CH:5][CH:6]=[CH:7][CH:8]=3)[C:3](=[O:20])[N:2]([NH:1][C:24](=[O:25])[CH2:23][C:22]([CH3:21])([C:28]3[CH:33]=[CH:32][CH:31]=[CH:30][CH:29]=3)[CH3:27])[N:11]=2)[CH2:17]1, predict the reactants needed to synthesize it. The reactants are: [NH2:1][N:2]1[N:11]=[C:10]([N:12]2[CH2:17][CH:16]([CH3:18])[O:15][CH:14]([CH3:19])[CH2:13]2)[C:9]2[C:4](=[CH:5][CH:6]=[CH:7][CH:8]=2)[C:3]1=[O:20].[CH3:21][C:22]([C:28]1[CH:33]=[CH:32][CH:31]=[CH:30][CH:29]=1)([CH3:27])[CH2:23][C:24](O)=[O:25].